Dataset: Full USPTO retrosynthesis dataset with 1.9M reactions from patents (1976-2016). Task: Predict the reactants needed to synthesize the given product. (1) Given the product [CH3:35][C:32]1([CH3:36])[CH2:31][C:29]2[S:30][C:26]([NH:25][S:7]([C:1]3[CH:6]=[CH:5][CH:4]=[CH:3][CH:2]=3)(=[O:9])=[O:8])=[C:27]([C:37]([O:39][CH2:40][CH3:41])=[O:38])[C:28]=2[CH2:34][CH2:33]1, predict the reactants needed to synthesize it. The reactants are: [C:1]1([S:7](NC2SC3CCCCC=3C=2C(OCC)=O)(=[O:9])=[O:8])[CH:6]=[CH:5][CH:4]=[CH:3][CH:2]=1.[NH2:25][C:26]1[S:30][C:29]2[CH2:31][C:32]([CH3:36])([CH3:35])[CH2:33][CH2:34][C:28]=2[C:27]=1[C:37]([O:39][CH2:40][CH3:41])=[O:38].C1(S(Cl)(=O)=O)C=CC=CC=1. (2) Given the product [CH:1]([C:4]1[CH:12]=[CH:11][C:7]2[O:8][CH2:9][O:10][C:6]=2[CH:5]=1)([CH3:3])[CH3:2], predict the reactants needed to synthesize it. The reactants are: [C:1]([C:4]1[CH:12]=[CH:11][C:7]2[O:8][CH2:9][O:10][C:6]=2[CH:5]=1)([CH3:3])=[CH2:2]. (3) Given the product [CH2:8]([O:7][CH:6]([O:10][CH2:11][CH3:12])[N:1]1[CH:5]=[CH:4][N:3]=[CH:2]1)[CH3:9], predict the reactants needed to synthesize it. The reactants are: [NH:1]1[CH:5]=[CH:4][N:3]=[CH:2]1.[CH:6](OCC)([O:10][CH2:11][CH3:12])[O:7][CH2:8][CH3:9]. (4) Given the product [CH3:28][CH:27]([CH3:29])[C@H:23]([NH:22][S:19]([C:16]1[CH:17]=[CH:18][C:12]2[C:11]3[CH:30]=[C:7]([C:4]4[S:5][CH:6]=[C:2]([C:36]5[CH:37]=[CH:38][C:33]([C:32]([F:43])([F:42])[F:31])=[CH:34][CH:35]=5)[N:3]=4)[CH:8]=[CH:9][C:10]=3[O:14][C:13]=2[CH:15]=1)(=[O:21])=[O:20])[C:24]([OH:26])=[O:25], predict the reactants needed to synthesize it. The reactants are: Br[C:2]1[N:3]=[C:4]([C:7]2[CH:8]=[CH:9][C:10]3[O:14][C:13]4[CH:15]=[C:16]([S:19]([NH:22][C@@H:23]([CH:27]([CH3:29])[CH3:28])[C:24]([OH:26])=[O:25])(=[O:21])=[O:20])[CH:17]=[CH:18][C:12]=4[C:11]=3[CH:30]=2)[S:5][CH:6]=1.[F:31][C:32]([F:43])([F:42])[C:33]1[CH:38]=[CH:37][C:36](B(O)O)=[CH:35][CH:34]=1.C(Cl)Cl.[O-]P([O-])([O-])=O.[K+].[K+].[K+].